This data is from Forward reaction prediction with 1.9M reactions from USPTO patents (1976-2016). The task is: Predict the product of the given reaction. (1) Given the reactants Br[C:2]1[N:3]([C:7]2[N:16]=[CH:15][C:14]3[N:13]([CH3:17])[C:12](=[O:18])[C@@H:11]([CH2:19][CH3:20])[N:10]([CH:21]4[CH2:25][CH2:24][CH2:23][CH2:22]4)[C:9]=3[N:8]=2)[CH:4]=[CH:5][N:6]=1.[NH:26]1[CH2:30][CH2:29][CH2:28][CH2:27]1.C1C=CC(P(C2C(C3C(P(C4C=CC=CC=4)C4C=CC=CC=4)=CC=C4C=3C=CC=C4)=C3C(C=CC=C3)=CC=2)C2C=CC=CC=2)=CC=1.C([O-])([O-])=O.[K+].[K+], predict the reaction product. The product is: [CH:21]1([N:10]2[C:9]3[N:8]=[C:7]([N:3]4[CH:4]=[CH:5][N:6]=[C:2]4[N:26]4[CH2:30][CH2:29][CH2:28][CH2:27]4)[N:16]=[CH:15][C:14]=3[N:13]([CH3:17])[C:12](=[O:18])[C@H:11]2[CH2:19][CH3:20])[CH2:25][CH2:24][CH2:23][CH2:22]1. (2) Given the reactants [CH2:1]([S:8][C:9]1[N:10]=[C:11]([NH:19][C@H:20]([CH2:23][CH2:24][CH3:25])[CH2:21][OH:22])[C:12]2[S:17][C:16](Cl)=[N:15][C:13]=2[N:14]=1)[C:2]1[CH:7]=[CH:6][CH:5]=[CH:4][CH:3]=1.[OH-:26].[K+].[CH3:28]O, predict the reaction product. The product is: [CH2:1]([S:8][C:9]1[N:10]=[C:11]([NH:19][C@H:20]([CH2:23][CH2:24][CH3:25])[CH2:21][OH:22])[C:12]2[S:17][C:16]([O:26][CH3:28])=[N:15][C:13]=2[N:14]=1)[C:2]1[CH:7]=[CH:6][CH:5]=[CH:4][CH:3]=1.